The task is: Predict the reaction yield, written as a fraction of the theoretical maximum amount of product (1.0 means a 100% yield; for example, 0.34 means a 34% yield).. This data is from Reaction yield outcomes from USPTO patents with 853,638 reactions. (1) The reactants are B(Br)(Br)Br.[Cl:5][C:6]1[CH:11]=[CH:10][C:9]([CH2:12][C:13]#[N:14])=[CH:8][C:7]=1[O:15]C.O. The catalyst is ClCCl. The product is [Cl:5][C:6]1[CH:11]=[CH:10][C:9]([CH2:12][C:13]#[N:14])=[CH:8][C:7]=1[OH:15]. The yield is 0.850. (2) The catalyst is C1COCC1.CCCCCC.CN(P(N(C)C)(N(C)C)=O)C. The yield is 0.870. The reactants are C(NC(C)C)(C)C.[CH2:8]([Li])[CH2:9][CH2:10][CH3:11].[CH3:13][O:14][C:15]([CH:17]1[CH2:22][CH2:21][O:20][CH2:19][CH2:18]1)=[O:16].BrC=CCC. The product is [CH3:13][O:14][C:15]([C:17]1([CH2:11][CH2:10][CH:9]=[CH2:8])[CH2:22][CH2:21][O:20][CH2:19][CH2:18]1)=[O:16]. (3) The reactants are [N:1]1[C:10]2[NH:9][CH2:8][CH2:7][CH2:6][C:5]=2[CH:4]=[CH:3][C:2]=1[CH2:11][CH2:12][CH2:13][CH2:14][C:15](=[O:32])/[CH:16]=[CH:17]/[C:18]1[CH:19]=[N:20][C:21]2[C:26]([CH:27]=1)=[CH:25][CH:24]=[C:23]([C:28]([F:31])([F:30])[F:29])[CH:22]=2.[H-].[H-].[H-].[H-].[Li+].[Al+3].O.[OH-].[Na+]. The catalyst is C1COCC1. The product is [N:1]1[C:10]2[NH:9][CH2:8][CH2:7][CH2:6][C:5]=2[CH:4]=[CH:3][C:2]=1[CH2:11][CH2:12][CH2:13][CH2:14][CH:15]([OH:32])/[CH:16]=[CH:17]/[C:18]1[CH:19]=[N:20][C:21]2[C:26]([CH:27]=1)=[CH:25][CH:24]=[C:23]([C:28]([F:30])([F:29])[F:31])[CH:22]=2. The yield is 0.730. (4) The catalyst is C(Cl)Cl.[OH-].[Na+]. The product is [C:1]1([CH3:13])[CH:6]=[C:5]([CH3:7])[CH:4]=[C:3]([CH3:8])[C:2]=1[S:9]([NH:14][CH2:15][CH2:16][CH2:17][CH2:18][NH:19][S:9]([C:2]1[C:3]([CH3:8])=[CH:4][C:5]([CH3:7])=[CH:6][C:1]=1[CH3:13])(=[O:11])=[O:10])(=[O:11])=[O:10]. The reactants are [C:1]1([CH3:13])[CH:6]=[C:5]([CH3:7])[CH:4]=[C:3]([CH3:8])[C:2]=1[S:9](Cl)(=[O:11])=[O:10].[NH2:14][CH2:15][CH2:16][CH2:17][CH2:18][NH2:19]. The yield is 0.900. (5) The reactants are [Cl:1][C:2]1[CH:3]=C(C=[CH:8][C:9]=1O)C=O.[N+:11](C)([O-:13])=[O:12].[C:15]([O-:18])(=O)[CH3:16].[NH4+].[C:20](O)(=O)[CH3:21]. No catalyst specified. The product is [Cl:1][C:2]1[CH:3]=[C:15]([OH:18])[CH:16]=[CH:8][C:9]=1[CH:20]=[CH:21][N+:11]([O-:13])=[O:12]. The yield is 0.800. (6) The reactants are I[C:2]1[CH:3]=[CH:4][C:5]2[N:6]([CH:8]=[C:9]([NH:11][C:12]([CH:14]3[CH2:16][CH2:15]3)=[O:13])[N:10]=2)[N:7]=1.[NH2:17][C:18]1[CH:19]=[CH:20][C:21]([Br:25])=[C:22]([OH:24])[CH:23]=1.C(=O)([O-])[O-].[K+].[K+]. The catalyst is CN(C)C=O.O. The product is [NH2:17][C:18]1[CH:19]=[CH:20][C:21]([Br:25])=[C:22]([CH:23]=1)[O:24][C:2]1[CH:3]=[CH:4][C:5]2[N:6]([CH:8]=[C:9]([NH:11][C:12]([CH:14]3[CH2:16][CH2:15]3)=[O:13])[N:10]=2)[N:7]=1. The yield is 0.310. (7) The reactants are [OH-].[Na+].[C:3]([O:7][C:8]([NH:10][C@H:11]([C:22]([OH:24])=[O:23])[CH2:12][C:13]1[C:21]2[C:16](=[CH:17][CH:18]=[CH:19][CH:20]=2)[NH:15][CH:14]=1)=[O:9])([CH3:6])([CH3:5])[CH3:4].I[CH2:26][CH3:27]. The catalyst is S([O-])(O)(=O)=O.C([N+](CCCC)(CCCC)CCCC)CCC.C(Cl)Cl. The product is [C:3]([O:7][C:8]([NH:10][C@H:11]([C:22]([OH:24])=[O:23])[CH2:12][C:13]1[C:21]2[C:16](=[CH:17][CH:18]=[CH:19][CH:20]=2)[N:15]([CH2:26][CH3:27])[CH:14]=1)=[O:9])([CH3:6])([CH3:4])[CH3:5]. The yield is 0.520.